From a dataset of Full USPTO retrosynthesis dataset with 1.9M reactions from patents (1976-2016). Predict the reactants needed to synthesize the given product. (1) Given the product [F:19][C:16]1[CH:17]=[CH:18][C:13]([C:11]2[O:1][N:2]=[C:3]([C:4]3[CH:5]=[N:6][CH:7]=[CH:8][CH:9]=3)[CH:12]=2)=[CH:14][C:15]=1[CH3:20], predict the reactants needed to synthesize it. The reactants are: [OH:1][N:2]=[C:3](Cl)[C:4]1[CH:9]=[CH:8][CH:7]=[N:6][CH:5]=1.[C:11]([C:13]1[CH:18]=[CH:17][C:16]([F:19])=[C:15]([CH3:20])[CH:14]=1)#[CH:12].N. (2) Given the product [Cl:1][C:2]1[CH:7]=[CH:6][C:5]([CH2:8][CH2:9][CH2:10][C:11]2([S:18]([C:21]3[CH:22]=[CH:23][C:24]([O:27][CH3:28])=[CH:25][CH:26]=3)(=[O:20])=[O:19])[S:15][C:14](=[O:16])[NH:13][C:12]2=[O:17])=[CH:4][CH:3]=1, predict the reactants needed to synthesize it. The reactants are: [Cl:1][C:2]1[CH:7]=[CH:6][C:5]([C:8]#[C:9][CH2:10][C:11]2([S:18]([C:21]3[CH:26]=[CH:25][C:24]([O:27][CH3:28])=[CH:23][CH:22]=3)(=[O:20])=[O:19])[S:15][C:14](=[O:16])[NH:13][C:12]2=[O:17])=[CH:4][CH:3]=1. (3) The reactants are: [Br:1][C:2]1[CH:7]=[CH:6][C:5]([OH:8])=[C:4]([F:9])[CH:3]=1.Cl[C:11]([F:16])([F:15])C([O-])=O.[Na+].C(=O)([O-])[O-].[Na+].[Na+]. Given the product [Br:1][C:2]1[CH:7]=[CH:6][C:5]([O:8][CH:11]([F:16])[F:15])=[C:4]([F:9])[CH:3]=1, predict the reactants needed to synthesize it.